From a dataset of Forward reaction prediction with 1.9M reactions from USPTO patents (1976-2016). Predict the product of the given reaction. (1) Given the reactants [NH2:1][C:2]1[C:3]([CH:10]2[CH2:14][CH2:13][CH2:12][CH2:11]2)=[N:4][NH:5][C:6]=1[C:7]([NH2:9])=[O:8].[C:15]([NH:18][CH2:19][C:20](O)=[O:21])(=[O:17])[CH3:16].CN(C(ON1N=NC2C=CC=NC1=2)=[N+](C)C)C.F[P-](F)(F)(F)(F)F.C(N(C(C)C)CC)(C)C, predict the reaction product. The product is: [C:15]([NH:18][CH2:19][C:20]([NH:1][C:2]1[C:3]([CH:10]2[CH2:11][CH2:12][CH2:13][CH2:14]2)=[N:4][NH:5][C:6]=1[C:7]([NH2:9])=[O:8])=[O:21])(=[O:17])[CH3:16]. (2) The product is: [Cl:30][C:19]1[CH:20]=[C:21]([C:22]2[C:27]([CH3:28])=[CH:26][CH:25]=[CH:24][C:23]=2[CH3:29])[C:15]2[O:14][CH:13]([CH2:12][NH:35][CH:31]3[CH2:34][CH2:33][CH2:32]3)[CH2:17][C:16]=2[CH:18]=1. Given the reactants CC1C=CC(S(O[CH2:12][CH:13]2[CH2:17][C:16]3[CH:18]=[C:19]([Cl:30])[CH:20]=[C:21]([C:22]4[C:27]([CH3:28])=[CH:26][CH:25]=[CH:24][C:23]=4[CH3:29])[C:15]=3[O:14]2)(=O)=O)=CC=1.[CH:31]1([NH2:35])[CH2:34][CH2:33][CH2:32]1, predict the reaction product. (3) Given the reactants [CH:1]1([N:6]2[C:14]3[CH:13]=[CH:12][N:11]=[C:10]([O:15][CH3:16])[C:9]=3[C:8](=[O:17])[NH:7]2)[CH2:5][CH2:4][CH2:3][CH2:2]1.N1C=CC=CC=1.[F:24][C:25]([F:38])([F:37])[S:26](O[S:26]([C:25]([F:38])([F:37])[F:24])(=[O:28])=[O:27])(=[O:28])=[O:27], predict the reaction product. The product is: [F:24][C:25]([F:38])([F:37])[S:26]([O:17][C:8]1[C:9]2[C:10]([O:15][CH3:16])=[N:11][CH:12]=[CH:13][C:14]=2[N:6]([CH:1]2[CH2:2][CH2:3][CH2:4][CH2:5]2)[N:7]=1)(=[O:28])=[O:27]. (4) Given the reactants [CH:1]([NH:3][NH:4][C:5](=[O:20])[C:6]([NH:9][C:10](=[O:19])[O:11][CH2:12][C:13]1[CH:18]=[CH:17][CH:16]=[CH:15][CH:14]=1)([CH3:8])[CH3:7])=O.C1C=CC(P(C2C=CC=CC=2)C2C=CC=CC=2)=CC=1.CCN(C(C)C)C(C)C.ClC(Cl)(Cl)C(Cl)(Cl)Cl, predict the reaction product. The product is: [O:20]1[CH:1]=[N:3][N:4]=[C:5]1[C:6]([NH:9][C:10](=[O:19])[O:11][CH2:12][C:13]1[CH:14]=[CH:15][CH:16]=[CH:17][CH:18]=1)([CH3:7])[CH3:8]. (5) Given the reactants [C:1]([C:3]1[CH:8]=[CH:7][C:6]([NH:9][CH:10]([C:16]2[CH:21]=[C:20]([C:22]3[N:23](O)[C:24]([CH3:27])=[N:25][CH:26]=3)[CH:19]=[C:18]([O:29][CH2:30][CH3:31])[CH:17]=2)[C:11]([O:13][CH2:14][CH3:15])=[O:12])=[CH:5][CH:4]=1)#[N:2].C([O-])(O)=O.[Na+], predict the reaction product. The product is: [C:1]([C:3]1[CH:8]=[CH:7][C:6]([NH:9][CH:10]([C:16]2[CH:21]=[C:20]([C:22]3[NH:23][C:24]([CH3:27])=[N:25][CH:26]=3)[CH:19]=[C:18]([O:29][CH2:30][CH3:31])[CH:17]=2)[C:11]([O:13][CH2:14][CH3:15])=[O:12])=[CH:5][CH:4]=1)#[N:2]. (6) Given the reactants [F:1][C:2]1[CH:3]=[N:4][C:5]2[C:10]([C:11]=1[CH2:12][CH2:13][C:14]13[CH2:21][CH2:20][C:17]([NH:22]C(=O)OC(C)(C)C)([CH2:18][CH2:19]1)[CH2:16][O:15]3)=[N:9][C:8]([O:30][CH3:31])=[CH:7][C:6]=2[CH3:32].FC(F)(F)C(O)=O, predict the reaction product. The product is: [F:1][C:2]1[CH:3]=[N:4][C:5]2[C:10]([C:11]=1[CH2:12][CH2:13][C:14]13[CH2:21][CH2:20][C:17]([NH2:22])([CH2:18][CH2:19]1)[CH2:16][O:15]3)=[N:9][C:8]([O:30][CH3:31])=[CH:7][C:6]=2[CH3:32]. (7) The product is: [F:56][C:55]([F:58])([F:57])[C:53]([OH:59])=[O:54].[O:1]1[CH2:2][CH2:3][N:4]([C:7]2[C:8]3[N:9]([C:13]([C:28]4[CH:29]=[CH:30][C:31]([N:34]5[CH:38]=[N:37][C:36](=[O:39])[NH:35]5)=[CH:32][CH:33]=4)=[C:14]([CH2:16][CH2:17][C:18]4[CH:27]=[CH:26][C:25]5[C:20](=[CH:21][CH:22]=[CH:23][CH:24]=5)[N:19]=4)[N:15]=3)[N:10]=[CH:11][CH:12]=2)[CH2:5][CH2:6]1. Given the reactants [O:1]1[CH2:6][CH2:5][N:4]([C:7]2[C:8]3[N:9]([C:13]([C:28]4[CH:33]=[CH:32][C:31]([N:34]5[CH:38]=[N:37][C:36](=[O:39])[N:35]5COCC[Si](C)(C)C)=[CH:30][CH:29]=4)=[C:14]([CH2:16][CH2:17][C:18]4[CH:27]=[CH:26][C:25]5[C:20](=[CH:21][CH:22]=[CH:23][CH:24]=5)[N:19]=4)[N:15]=3)[N:10]=[CH:11][CH:12]=2)[CH2:3][CH2:2]1.CCOCC.[C:53]([OH:59])([C:55]([F:58])([F:57])[F:56])=[O:54].C(Cl)Cl, predict the reaction product. (8) Given the reactants [CH2:1]([O:3][C:4](=[O:28])[O:5][C:6]1[CH:7]([CH2:20][CH:21]2[CH2:26][CH2:25][S:24](=[O:27])[CH2:23][CH2:22]2)[NH:8][C:9](=[O:19])[C:10]=1[C:11]1[CH:16]=[C:15]([CH3:17])[CH:14]=[CH:13][C:12]=1[CH3:18])[CH3:2].[F:29][C:30]([F:35])([F:34])[C:31]([NH2:33])=[O:32].C(OI(C1C=CC=CC=1)OC(=O)C)(=O)C, predict the reaction product. The product is: [CH2:1]([O:3][C:4](=[O:28])[O:5][C:6]1[CH:7]([CH2:20][CH:21]2[CH2:26][CH2:25][S:24](=[O:27])(=[N:33][C:31](=[O:32])[C:30]([F:35])([F:34])[F:29])[CH2:23][CH2:22]2)[NH:8][C:9](=[O:19])[C:10]=1[C:11]1[CH:16]=[C:15]([CH3:17])[CH:14]=[CH:13][C:12]=1[CH3:18])[CH3:2]. (9) Given the reactants C(OC(=O)[NH:7][C:8]1[CH:13]=[C:12]([N:14]([CH2:16][CH:17]([CH3:19])[CH3:18])[CH3:15])[C:11]([C:20]([F:23])([F:22])[F:21])=[CH:10][C:9]=1[NH:24][C:25](=[O:41])[CH2:26][C:27]([C:29]1[CH:34]=[CH:33][CH:32]=[C:31]([C:35]2[O:39][N:38]=[C:37]([CH3:40])[CH:36]=2)[CH:30]=1)=O)(C)(C)C.C(O)(C(F)(F)F)=O, predict the reaction product. The product is: [CH2:16]([N:14]([CH3:15])[C:12]1[C:11]([C:20]([F:21])([F:23])[F:22])=[CH:10][C:9]2[NH:24][C:25](=[O:41])[CH2:26][C:27]([C:29]3[CH:34]=[CH:33][CH:32]=[C:31]([C:35]4[O:39][N:38]=[C:37]([CH3:40])[CH:36]=4)[CH:30]=3)=[N:7][C:8]=2[CH:13]=1)[CH:17]([CH3:18])[CH3:19]. (10) Given the reactants C[O:2][C:3]1[CH:8]=[CH:7][C:6]([S:9]([NH:12][C:13]2[CH:18]=[CH:17][CH:16]=[C:15]([C:19]3[C:27]4[C:26]([NH:28][C@H:29]([C:31]5[N:36]([C:37]6[CH:42]=[CH:41][CH:40]=[CH:39][CH:38]=6)[C:35](=[O:43])[C:34]6=[C:44]([CH3:47])[CH:45]=[CH:46][N:33]6[N:32]=5)[CH3:30])=[N:25][CH:24]=[N:23][C:22]=4[N:21](COCC[Si](C)(C)C)[CH:20]=3)[CH:14]=2)(=[O:11])=[O:10])=[CH:5][CH:4]=1.B(Br)(Br)Br.N, predict the reaction product. The product is: [OH:2][C:3]1[CH:4]=[CH:5][C:6]([S:9]([NH:12][C:13]2[CH:18]=[CH:17][CH:16]=[C:15]([C:19]3[C:27]4[C:26]([NH:28][C@H:29]([C:31]5[N:36]([C:37]6[CH:42]=[CH:41][CH:40]=[CH:39][CH:38]=6)[C:35](=[O:43])[C:34]6=[C:44]([CH3:47])[CH:45]=[CH:46][N:33]6[N:32]=5)[CH3:30])=[N:25][CH:24]=[N:23][C:22]=4[NH:21][CH:20]=3)[CH:14]=2)(=[O:11])=[O:10])=[CH:7][CH:8]=1.